Dataset: Forward reaction prediction with 1.9M reactions from USPTO patents (1976-2016). Task: Predict the product of the given reaction. (1) Given the reactants C([O:8][C:9]([C@@H:11]1[CH2:15][C@@H:14]([C:16](=[O:18])[CH3:17])[C@H:13]([C:19]2[CH:24]=[CH:23][C:22]([O:25][CH3:26])=[C:21]([O:27][CH2:28][CH2:29][CH2:30][O:31][CH3:32])[CH:20]=2)[N:12]1[C:33]([O:35][C:36]([CH3:39])([CH3:38])[CH3:37])=[O:34])=[O:10])C1C=CC=CC=1, predict the reaction product. The product is: [C:36]([O:35][C:33]([N:12]1[C@@H:13]([C:19]2[CH:24]=[CH:23][C:22]([O:25][CH3:26])=[C:21]([O:27][CH2:28][CH2:29][CH2:30][O:31][CH3:32])[CH:20]=2)[C@H:14]([C:16](=[O:18])[CH3:17])[CH2:15][C@H:11]1[C:9]([OH:10])=[O:8])=[O:34])([CH3:37])([CH3:38])[CH3:39]. (2) Given the reactants Br[CH:2]([C:4]1[C:13]([Cl:14])=[N:12][CH:11]=[CH:10][C:5]=1[C:6]([O:8]C)=O)[CH3:3].Cl.[CH3:16][C:17]1[CH:18]=[C:19]([CH2:29][NH2:30])[CH:20]=[CH:21][C:22]=1[O:23][CH2:24][C:25]([F:28])([F:27])[F:26], predict the reaction product. The product is: [Cl:14][C:13]1[C:4]2[CH:2]([CH3:3])[N:30]([CH2:29][C:19]3[CH:20]=[CH:21][C:22]([O:23][CH2:24][C:25]([F:26])([F:27])[F:28])=[C:17]([CH3:16])[CH:18]=3)[C:6](=[O:8])[C:5]=2[CH:10]=[CH:11][N:12]=1.